From a dataset of Forward reaction prediction with 1.9M reactions from USPTO patents (1976-2016). Predict the product of the given reaction. (1) Given the reactants CS([O:5][C@H:6]1[CH2:11][CH2:10][C@H:9]([C:12]([F:15])([F:14])[CH3:13])[CH2:8][CH2:7]1)(=O)=O.O[C:17]1[CH:18]=[C:19]2[C:24](=[CH:25][CH:26]=1)[CH:23]=[C:22]([CH2:27][N:28]1[CH2:31][CH:30]([C:32]([O:34]C)=[O:33])[CH2:29]1)[CH:21]=[CH:20]2.C([O-])([O-])=O.[Cs+].[Cs+].Cl, predict the reaction product. The product is: [F:14][C:12]([C@H:9]1[CH2:10][CH2:11][C@H:6]([O:5][C:17]2[CH:18]=[C:19]3[C:24](=[CH:25][CH:26]=2)[CH:23]=[C:22]([CH2:27][N:28]2[CH2:29][CH:30]([C:32]([OH:34])=[O:33])[CH2:31]2)[CH:21]=[CH:20]3)[CH2:7][CH2:8]1)([F:15])[CH3:13]. (2) Given the reactants [CH:1]([C:3]1[CH:12]=[CH:11][C:6]([C:7]([O:9][CH3:10])=[O:8])=[C:5]([CH3:13])[CH:4]=1)=[O:2].[BH4-].[Na+].C(O)C, predict the reaction product. The product is: [OH:2][CH2:1][C:3]1[CH:12]=[CH:11][C:6]([C:7]([O:9][CH3:10])=[O:8])=[C:5]([CH3:13])[CH:4]=1.